This data is from Forward reaction prediction with 1.9M reactions from USPTO patents (1976-2016). The task is: Predict the product of the given reaction. (1) Given the reactants [C:1]1([NH2:8])[C:2]([NH2:7])=[CH:3][CH:4]=[CH:5][CH:6]=1.[C:9](=S)=[S:10], predict the reaction product. The product is: [NH:7]1[C:2]2[CH:3]=[CH:4][CH:5]=[CH:6][C:1]=2[N:8]=[C:9]1[SH:10]. (2) Given the reactants [F:1][C:2]1[CH:7]=[C:6]([F:8])[CH:5]=[CH:4][C:3]=1[C:9]1[CH:10]=[C:11]([CH:19]=[C:20]([CH:22]([OH:27])[C:23]([F:26])([F:25])[F:24])[N:21]=1)[C:12]([O:14]C(C)(C)C)=[O:13].FC(F)(F)C(O)=O, predict the reaction product. The product is: [F:1][C:2]1[CH:7]=[C:6]([F:8])[CH:5]=[CH:4][C:3]=1[C:9]1[CH:10]=[C:11]([CH:19]=[C:20]([CH:22]([OH:27])[C:23]([F:26])([F:24])[F:25])[N:21]=1)[C:12]([OH:14])=[O:13]. (3) Given the reactants CO[CH:3]=[C:4]=[CH2:5].[Cl:6][C:7]1[CH:12]=[CH:11][C:10]([Mg]Br)=[CH:9][CH:8]=1.[NH4+].[Cl-], predict the reaction product. The product is: [Cl:6][C:7]1[CH:12]=[CH:11][C:10]([CH2:5][C:4]#[CH:3])=[CH:9][CH:8]=1. (4) Given the reactants [Li+].[CH3:2][CH:3]([N-]C(C)C)[CH3:4].BrCC(O[C:14]([CH3:17])([CH3:16])[CH3:15])=O.CN(P(N(C)C)(N(C)C)=[O:22])C.[Cl-].[NH4+].[CH2:31]1[CH2:35][O:34]C[CH2:32]1, predict the reaction product. The product is: [C:14]1([CH2:15][CH2:32][CH2:31][C:35]([OH:34])=[O:22])[CH:16]=[CH:4][CH:3]=[CH:2][CH:17]=1. (5) Given the reactants [CH3:1][O:2][C:3](=[O:15])[CH:4]([N:12]=[N+]=[N-])[C:5]1[CH:10]=[CH:9][CH:8]=[CH:7][C:6]=1[I:11].C1(P(C2C=CC=CC=2)C2C=CC=CC=2)C=CC=CC=1.O, predict the reaction product. The product is: [CH3:1][O:2][C:3](=[O:15])[CH:4]([NH2:12])[C:5]1[CH:10]=[CH:9][CH:8]=[CH:7][C:6]=1[I:11].